From a dataset of Reaction yield outcomes from USPTO patents with 853,638 reactions. Predict the reaction yield, written as a fraction of the theoretical maximum amount of product (1.0 means a 100% yield; for example, 0.34 means a 34% yield). (1) The reactants are [C:1]([O:5][C:6]([NH:8][NH:9][C@H:10]([C:14]([CH3:17])([CH3:16])[CH3:15])[CH2:11][CH2:12][CH3:13])=[O:7])([CH3:4])([CH3:3])[CH3:2].C([O-])([O-])=O.[K+].[K+].[CH3:24][C:25]1[CH:26]=[C:27]([CH:31]=[C:32]([CH3:34])[CH:33]=1)[C:28](Cl)=[O:29]. The catalyst is C(Cl)Cl.O. The product is [C:1]([O:5][C:6]([NH:8][N:9]([C@H:10]([C:14]([CH3:16])([CH3:15])[CH3:17])[CH2:11][CH2:12][CH3:13])[C:28](=[O:29])[C:27]1[CH:31]=[C:32]([CH3:34])[CH:33]=[C:25]([CH3:24])[CH:26]=1)=[O:7])([CH3:4])([CH3:3])[CH3:2]. The yield is 0.195. (2) The reactants are [F:1][C:2]1[CH:3]=[N:4][CH:5]=[C:6](B2OC(C)(C)C(C)(C)O2)[C:7]=1[CH3:8].Br[C:19]1[CH:28]=[C:27]2[C:22]([CH:23]=[C:24]([NH2:29])[N:25]=[CH:26]2)=[CH:21][CH:20]=1.C(=O)([O-])[O-].[K+].[K+].C(#N)C.O. The catalyst is C(OCC)(=O)C.CC(P(C(C)(C)C)C1C=CC(N(C)C)=CC=1)(C)C.CC(P(C(C)(C)C)C1C=CC(N(C)C)=CC=1)(C)C.Cl[Pd]Cl. The product is [F:1][C:2]1[C:7]([CH3:8])=[C:6]([C:19]2[CH:28]=[C:27]3[C:22]([CH:23]=[C:24]([NH2:29])[N:25]=[CH:26]3)=[CH:21][CH:20]=2)[CH:5]=[N:4][CH:3]=1. The yield is 0.830. (3) The reactants are [Cl:1][C:2]1[CH:3]=[C:4]([NH:9][C:10]2[S:11][C:12]([C:15]3[CH:20]=[CH:19][C:18]([S:21][CH3:22])=[CH:17][CH:16]=3)=[N:13][N:14]=2)[CH:5]=[CH:6][C:7]=1[Cl:8].CSC1C=CC(C(NN)=[O:32])=CC=1.[N-]=C=S.ClC1C=CC=CC=1Cl. No catalyst specified. The product is [Cl:1][C:2]1[CH:3]=[C:4]([NH:9][C:10]([NH:14][NH:13][C:12]([C:15]2[CH:20]=[CH:19][C:18]([S:21][CH3:22])=[CH:17][CH:16]=2)=[O:32])=[S:11])[CH:5]=[CH:6][C:7]=1[Cl:8]. The yield is 0.840. (4) The reactants are C([Mg]Br)(C)C.[OH:6][C@@H:7]1[CH2:12][CH2:11][C@H:10]([NH:13][CH2:14][CH2:15][C:16]2([C:29](OCC)=[O:30])[CH2:21][CH2:20][CH2:19][N:18]([C:22]([O:24][C:25]([CH3:28])([CH3:27])[CH3:26])=[O:23])[CH2:17]2)[CH2:9][CH2:8]1. The catalyst is O. The product is [OH:6][C@@H:7]1[CH2:12][CH2:11][C@H:10]([N:13]2[CH2:14][CH2:15][C:16]3([CH2:21][CH2:20][CH2:19][N:18]([C:22]([O:24][C:25]([CH3:27])([CH3:26])[CH3:28])=[O:23])[CH2:17]3)[C:29]2=[O:30])[CH2:9][CH2:8]1. The yield is 0.850. (5) The reactants are [CH2:1]([N:4]1[C:8]([CH:9]([C:22]2[CH:27]=[CH:26][C:25]([Cl:28])=[CH:24][CH:23]=2)[NH:10][C:11]2[CH:12]=[C:13]([CH3:21])[C:14]3[N:18]=[N:17][N:16]([CH3:19])[C:15]=3[CH:20]=2)=[C:7]([C:29]([OH:31])=O)[N:6]=[C:5]1[Br:32])[CH:2]=[CH2:3].ClC(N(C)C)=C(C)C. The catalyst is C(Cl)Cl.O. The product is [CH2:1]([N:4]1[C:8]2[CH:9]([C:22]3[CH:23]=[CH:24][C:25]([Cl:28])=[CH:26][CH:27]=3)[N:10]([C:11]3[CH:12]=[C:13]([CH3:21])[C:14]4[N:18]=[N:17][N:16]([CH3:19])[C:15]=4[CH:20]=3)[C:29](=[O:31])[C:7]=2[N:6]=[C:5]1[Br:32])[CH:2]=[CH2:3]. The yield is 0.568. (6) The reactants are P(Br)(Br)[Br:2].[C:5]1([CH3:14])[CH:10]=[CH:9][CH:8]=[C:7]([CH:11](O)[CH3:12])[CH:6]=1. No catalyst specified. The product is [Br:2][CH:11]([C:7]1[CH:8]=[CH:9][CH:10]=[C:5]([CH3:14])[CH:6]=1)[CH3:12]. The yield is 0.910. (7) The reactants are [F:1][C:2]1[C:7]([C:8]([F:11])([F:10])[F:9])=[CH:6][CH:5]=[CH:4][C:3]=1[NH2:12].C(=O)(O)[O-].[Na+].[C:18](Cl)(Cl)=[S:19]. The catalyst is ClCCl.O. The product is [F:1][C:2]1[C:7]([C:8]([F:10])([F:11])[F:9])=[CH:6][CH:5]=[CH:4][C:3]=1[N:12]=[C:18]=[S:19]. The yield is 0.910. (8) The reactants are [Cl:1][CH2:2][CH:3]1[O:7][C:6](=[O:8])[NH:5][CH2:4]1.Br[C:10]1[CH:15]=[CH:14][C:13]([Cl:16])=[CH:12][N:11]=1.C(=O)([O-])[O-].[Cs+].[Cs+].CC1(C)C2C=CC=C(P(C3C=CC=CC=3)C3C=CC=CC=3)C=2OC2C1=CC=CC=2P(C1C=CC=CC=1)C1C=CC=CC=1. The catalyst is O1CCOCC1. The product is [Cl:1][CH2:2][CH:3]1[O:7][C:6](=[O:8])[N:5]([C:10]2[CH:15]=[CH:14][C:13]([Cl:16])=[CH:12][N:11]=2)[CH2:4]1. The yield is 0.830. (9) The reactants are [NH:1]1[C:9]2[CH2:8][CH2:7][CH2:6][CH2:5][C:4]=2[CH:3]=[CH:2]1.[Cl:10][C:11]([Cl:16])([Cl:15])[C:12](Cl)=[O:13]. The catalyst is ClCCCl. The product is [Cl:10][C:11]([Cl:16])([Cl:15])[C:12]([C:2]1[NH:1][C:9]2[CH2:8][CH2:7][CH2:6][CH2:5][C:4]=2[CH:3]=1)=[O:13]. The yield is 1.00. (10) The reactants are [NH2:1][C:2]1[CH:7]=[CH:6][CH:5]=[CH:4][N:3]=1.CCN=C=NCCCN(C)C.Cl.[F:20][C:21]([F:29])([F:28])[C:22]([F:27])([F:26])[C:23](O)=[O:24]. The catalyst is ClCCl.CN(C1C=CN=CC=1)C. The product is [F:26][C:22]([F:27])([C:21]([F:29])([F:28])[F:20])[C:23]([N:1]=[C:2]1[CH:7]=[CH:6][CH:5]=[CH:4][NH:3]1)=[O:24]. The yield is 0.110.